Dataset: Forward reaction prediction with 1.9M reactions from USPTO patents (1976-2016). Task: Predict the product of the given reaction. (1) Given the reactants O=[C:2]1[CH2:7][CH2:6][N:5]([C:8]([O:10][CH2:11][C:12]2[CH:17]=[CH:16][CH:15]=[CH:14][CH:13]=2)=[O:9])[CH2:4][CH2:3]1.Cl.C[O:20][C:21]1(OC)[CH2:26][CH2:25][NH:24][CH2:23][CH2:22]1.C(N(CC)CC)C.C(O[BH-](OC(=O)C)OC(=O)C)(=O)C.[Na+].C(O)(=O)C.[OH-].[Na+], predict the reaction product. The product is: [O:20]=[C:21]1[CH2:26][CH2:25][N:24]([CH:2]2[CH2:7][CH2:6][N:5]([C:8]([O:10][CH2:11][C:12]3[CH:17]=[CH:16][CH:15]=[CH:14][CH:13]=3)=[O:9])[CH2:4][CH2:3]2)[CH2:23][CH2:22]1. (2) Given the reactants [CH3:1][C:2]1([CH3:12])[C:7](=[O:8])[CH2:6][C:5](=[O:9])[C:4]([CH3:11])([CH3:10])[S:3]1.C1(C)C=CC=CC=1.C([O-])(=O)C.C([O-])(=O)C.C([O-])(=O)C.[Br:32][C:33]1[CH:34]=[CH:35][C:36]([CH2:40][CH3:41])=[C:37]([Pb+3])[CH:38]=1, predict the reaction product. The product is: [Br:32][C:33]1[CH:38]=[CH:37][C:36]([CH2:40][CH3:41])=[C:35]([CH:6]2[C:7](=[O:8])[C:2]([CH3:12])([CH3:1])[S:3][C:4]([CH3:11])([CH3:10])[C:5]2=[O:9])[CH:34]=1. (3) Given the reactants [CH:1]([C:9]1[NH:13][C:12]2[CH:14]=[CH:15][CH:16]=[CH:17][C:11]=2[N:10]=1)=[CH:2][C:3]1[CH:8]=[CH:7][CH:6]=[CH:5][CH:4]=1.Br[C:19]1[S:20][CH:21]=[CH:22][N:23]=1.[C:24](=[O:27])([O-])[O-:25].[K+].[K+].[N+](C1C=CC=CC=1)([O-])=O, predict the reaction product. The product is: [C:24]([O-:25])(=[O:27])[CH3:1].[CH:1](/[C:9]1[N:10]([C:19]2[S:20][CH:21]=[CH:22][N:23]=2)[C:11]2[CH:17]=[CH:16][CH:15]=[CH:14][C:12]=2[N:13]=1)=[CH:2]\[C:3]1[CH:4]=[CH:5][CH:6]=[CH:7][CH:8]=1. (4) Given the reactants [CH2:1]([O:5][C:6]1[CH:11]=[CH:10][C:9]([N+:12]([O-])=O)=[CH:8][N:7]=1)[CH2:2][CH2:3][CH3:4].[H][H], predict the reaction product. The product is: [CH2:1]([O:5][C:6]1[N:7]=[CH:8][C:9]([NH2:12])=[CH:10][CH:11]=1)[CH2:2][CH2:3][CH3:4].